From a dataset of Peptide-MHC class I binding affinity with 185,985 pairs from IEDB/IMGT. Regression. Given a peptide amino acid sequence and an MHC pseudo amino acid sequence, predict their binding affinity value. This is MHC class I binding data. The peptide sequence is WHQARFEEL. The MHC is HLA-B07:02 with pseudo-sequence HLA-B07:02. The binding affinity (normalized) is 0.0847.